Dataset: Forward reaction prediction with 1.9M reactions from USPTO patents (1976-2016). Task: Predict the product of the given reaction. (1) Given the reactants [CH3:1][O:2][CH2:3][C@@H:4]([O:6][C:7]1[CH:8]=[C:9]([C:24]2[NH:28][N:27]=[C:26]([O:29][CH2:30][C:31]([O:33]C)=[O:32])[CH:25]=2)[CH:10]=[C:11]([O:13][C:14]2[CH:19]=[CH:18][C:17]([S:20]([CH3:23])(=[O:22])=[O:21])=[CH:16][CH:15]=2)[CH:12]=1)[CH3:5].[OH-].[Na+].C1COCC1.Cl, predict the reaction product. The product is: [CH3:1][O:2][CH2:3][C@@H:4]([O:6][C:7]1[CH:8]=[C:9]([C:24]2[NH:28][N:27]=[C:26]([O:29][CH2:30][C:31]([OH:33])=[O:32])[CH:25]=2)[CH:10]=[C:11]([O:13][C:14]2[CH:15]=[CH:16][C:17]([S:20]([CH3:23])(=[O:21])=[O:22])=[CH:18][CH:19]=2)[CH:12]=1)[CH3:5]. (2) Given the reactants Br[C:2]1[CH:9]=[CH:8][C:5]([C:6]#[N:7])=[CH:4][CH:3]=1.O1CCCC1.[Li]CCCC.[CH2:20]([Sn:24](Cl)([CH2:29][CH2:30][CH2:31][CH3:32])[CH2:25][CH2:26][CH2:27][CH3:28])[CH2:21][CH2:22][CH3:23], predict the reaction product. The product is: [CH2:29]([Sn:24]([CH2:20][CH2:21][CH2:22][CH3:23])([CH2:25][CH2:26][CH2:27][CH3:28])[C:2]1[CH:9]=[CH:8][C:5]([C:6]#[N:7])=[CH:4][CH:3]=1)[CH2:30][CH2:31][CH3:32]. (3) Given the reactants [Br-].[CH3:2][C:3]1[CH:4]=[C:5]([S+:24]2[C:28]3[CH:29]=[CH:30][CH:31]=[CH:32][C:27]=3[C:26]3[CH:33]=[CH:34][CH:35]=[CH:36][C:25]2=3)[CH:6]=[C:7]([CH3:23])[C:8]=1[O:9][CH2:10][C:11](=[O:22])[O:12][C:13]([C:16]1[CH:21]=[CH:20][CH:19]=[CH:18][CH:17]=1)([CH3:15])[CH3:14].[CH3:37][C@:38]12[CH2:54][CH2:53][C:52](=[O:55])[CH2:51][CH:50]1[CH2:49][C:48](=[O:56])[C@@H:47]1[C@@H:39]2[CH2:40][C:41](=[O:77])[C@@:42]2([CH3:76])[C@H:46]1[CH2:45][CH2:44][C@@H:43]2[C@H:57]([CH3:75])[CH2:58][CH2:59][C:60]([O:62][CH2:63][CH2:64][C:65]([F:74])([F:73])[C:66]([F:72])([F:71])[S:67]([O-:70])(=[O:69])=[O:68])=[O:61].[Na+].O, predict the reaction product. The product is: [CH3:37][C@:38]12[CH2:54][CH2:53][C:52](=[O:55])[CH2:51][CH:50]1[CH2:49][C:48](=[O:56])[C@@H:47]1[C@@H:39]2[CH2:40][C:41](=[O:77])[C@@:42]2([CH3:76])[C@H:46]1[CH2:45][CH2:44][C@@H:43]2[C@H:57]([CH3:75])[CH2:58][CH2:59][C:60]([O:62][CH2:63][CH2:64][C:65]([F:74])([F:73])[C:66]([F:71])([F:72])[S:67]([O-:70])(=[O:68])=[O:69])=[O:61].[CH3:23][C:7]1[CH:6]=[C:5]([S+:24]2[C:28]3[CH:29]=[CH:30][CH:31]=[CH:32][C:27]=3[C:26]3[CH:33]=[CH:34][CH:35]=[CH:36][C:25]2=3)[CH:4]=[C:3]([CH3:2])[C:8]=1[O:9][CH2:10][C:11](=[O:22])[O:12][C:13]([C:16]1[CH:17]=[CH:18][CH:19]=[CH:20][CH:21]=1)([CH3:15])[CH3:14].